From a dataset of Experimentally validated miRNA-target interactions with 360,000+ pairs, plus equal number of negative samples. Binary Classification. Given a miRNA mature sequence and a target amino acid sequence, predict their likelihood of interaction. (1) The miRNA is hsa-miR-1267 with sequence CCUGUUGAAGUGUAAUCCCCA. The protein sequence of the target gene is MASGHSLLLENAQQVVLVCARGERFLARDALRSLAVLEGASLVVGKDGFIKAIGPADVIQRQFSGETFEEIIDCSGKCILPGLVDAHTHPVWAGERVHEFAMKLAGATYMEIHQAGGGIHFTVERTRQATEEELFRSLQQRLQCMMRAGTTLVECKSGYGLDLETELKMLRVIERARRELDIGISATYCGAHSVPKGKTATEAADDIINNHLPKLKELGRNGEIHVDNIDVFCEKGVFDLDSTRRILQRGKDIGLQINFHGDELHPMKAAELGAELGAQAISHLEEVSDEGIVAMATARC.... Result: 0 (no interaction). (2) The miRNA is hsa-miR-4796-5p with sequence UGUCUAUACUCUGUCACUUUAC. The protein sequence of the target gene is MSDRQAAEGPAFWSPAARRGSAGGVGDRRGVEESQAAASEKEDLESTNVSSPLASASDPAAESSPYRPQMVSPASKDTTEDLQNVAGASEGQAPGEQAALPAGQTQVLSEMAKYQAPQRPEDTVMIQSEHTGAIDVLSADLESADLLGDHRKVSPPLMAPPCVWTFAKVKEFKSKLGKEKNSRLVVKRGEVVTIRVPTHPEGKRVCWEFATDDYDIGFGVYFDWTPVTSTDITVQVSDSSEDEEEEEDEEEEIEEPVPVGDVERGSRSSLRGRYGEVMPVYRRDSHRDVQAGSHDYPGEG.... Result: 0 (no interaction). (3) The miRNA is hsa-let-7b-5p with sequence UGAGGUAGUAGGUUGUGUGGUU. The protein sequence of the target gene is MRPQGPAASPQRLRGLLLLLLLQLPAPSSASEIPKGKQKAQLRQREVVDLYNGMCLQGPAGVPGRDGSPGANGIPGTPGIPGRDGFKGEKGECLRESFEESWTPNYKQCSWSSLNYGIDLGKIAECTFTKMRSNSALRVLFSGSLRLKCRNACCQRWYFTFNGAECSGPLPIEAIIYLDQGSPEMNSTINIHRTSSVEGLCEGIGAGLVDVAIWVGTCSDYPKGDASTGWNSVSRIIIEELPK. Result: 1 (interaction).